Task: Predict the reactants needed to synthesize the given product.. Dataset: Full USPTO retrosynthesis dataset with 1.9M reactions from patents (1976-2016) (1) Given the product [BrH:20].[BrH:17].[Cl:1][C:2]1[CH:3]=[C:4]([CH2:10][N:11]2[CH2:16][CH2:15][O:14][CH2:13][CH2:12]2)[C:5]2[NH:9][C:19]([NH2:18])=[N:8][C:6]=2[CH:7]=1, predict the reactants needed to synthesize it. The reactants are: [Cl:1][C:2]1[CH:7]=[C:6]([NH2:8])[C:5]([NH2:9])=[C:4]([CH2:10][N:11]2[CH2:16][CH2:15][O:14][CH2:13][CH2:12]2)[CH:3]=1.[BrH:17].[N:18]#[C:19][Br:20]. (2) Given the product [F:1][C:2]1[CH:10]=[C:9]2[C:5]([CH2:6][CH2:7][N:8]2[C:18]([O:20][C:21]([CH3:24])([CH3:23])[CH3:22])=[O:19])=[CH:4][CH:3]=1, predict the reactants needed to synthesize it. The reactants are: [F:1][C:2]1[CH:10]=[C:9]2[C:5]([CH2:6][CH2:7][NH:8]2)=[CH:4][CH:3]=1.C(N(CC)CC)C.[C:18](O[C:18]([O:20][C:21]([CH3:24])([CH3:23])[CH3:22])=[O:19])([O:20][C:21]([CH3:24])([CH3:23])[CH3:22])=[O:19]. (3) The reactants are: [CH2:1]([O:8][C:9]1[CH:10]=[C:11]([CH:14]=[CH:15][C:16]=1[O:17][CH2:18][C:19]1[CH:24]=[CH:23][CH:22]=[CH:21][CH:20]=1)[CH2:12][NH2:13])[C:2]1[CH:7]=[CH:6][CH:5]=[CH:4][CH:3]=1.[C:25](Cl)(=[O:31])[CH2:26][CH2:27][C:28](Cl)=[O:29]. Given the product [CH2:1]([O:8][C:9]1[CH:10]=[C:11]([CH:14]=[CH:15][C:16]=1[O:17][CH2:18][C:19]1[CH:24]=[CH:23][CH:22]=[CH:21][CH:20]=1)[CH2:12][NH:13][C:25](=[O:31])[CH2:26][CH2:27][C:28]([NH:13][CH2:12][C:11]1[CH:14]=[CH:15][C:16]([O:17][CH2:18][C:19]2[CH:24]=[CH:23][CH:22]=[CH:21][CH:20]=2)=[C:9]([O:8][CH2:1][C:2]2[CH:3]=[CH:4][CH:5]=[CH:6][CH:7]=2)[CH:10]=1)=[O:29])[C:2]1[CH:3]=[CH:4][CH:5]=[CH:6][CH:7]=1, predict the reactants needed to synthesize it. (4) Given the product [C:16]([SiH2:15][O:14][C:13]([CH3:21])([CH3:20])[C:10]1[O:11][CH:12]=[C:8]([CH2:6][OH:5])[N:9]=1)([CH3:19])([CH3:17])[CH3:18], predict the reactants needed to synthesize it. The reactants are: N#N.C([O:5][C:6]([C:8]1[N:9]=[C:10]([C:13]([CH3:21])([CH3:20])[O:14][SiH2:15][C:16]([CH3:19])([CH3:18])[CH3:17])[O:11][CH:12]=1)=O)C.CC(C[AlH]CC(C)C)C.